The task is: Predict which catalyst facilitates the given reaction.. This data is from Catalyst prediction with 721,799 reactions and 888 catalyst types from USPTO. (1) Reactant: [O:1]1[CH2:6][CH2:5][N:4]([CH2:7][CH2:8][O:9][C:10]2[CH:19]=[CH:18][C:13]([C:14]([O:16]C)=[O:15])=[CH:12][CH:11]=2)[CH2:3][CH2:2]1.[OH-].[Na+]. Product: [O:1]1[CH2:6][CH2:5][N:4]([CH2:7][CH2:8][O:9][C:10]2[CH:19]=[CH:18][C:13]([C:14]([OH:16])=[O:15])=[CH:12][CH:11]=2)[CH2:3][CH2:2]1. The catalyst class is: 24. (2) Reactant: [CH3:1][O:2][C:3](=[O:25])[CH:4]([NH:10][S:11]([C:14]1[CH:19]=[CH:18][C:17]([O:20][CH2:21][C:22]#[C:23][CH3:24])=[CH:16][CH:15]=1)(=[O:13])=[O:12])[CH2:5][O:6][CH2:7][CH2:8]Br.C(=O)([O-])[O-].[K+].[K+]. Product: [CH2:21]([O:20][C:17]1[CH:18]=[CH:19][C:14]([S:11]([N:10]2[CH2:8][CH2:7][O:6][CH2:5][CH:4]2[C:3]([O:2][CH3:1])=[O:25])(=[O:13])=[O:12])=[CH:15][CH:16]=1)[C:22]#[C:23][CH3:24]. The catalyst class is: 3.